Dataset: Forward reaction prediction with 1.9M reactions from USPTO patents (1976-2016). Task: Predict the product of the given reaction. (1) Given the reactants Br[C:2]1[CH:20]=[CH:19][C:5]2[N:6]=[C:7]([C@H:9]3[CH2:12][C@H:11]([N:13]4[CH2:18][CH2:17][CH2:16][CH2:15][CH2:14]4)[CH2:10]3)[S:8][C:4]=2[CH:3]=1.BrC1C=CC2[N:26]=[C:27]([C@H:29]3C[C@H:31]([N:33]4CCC[C@H]4C)[CH2:30]3)SC=2C=1.[OH-:41].[NH4+].CO, predict the reaction product. The product is: [N:13]1([C@H:11]2[CH2:12][C@H:9]([C:7]3[S:8][C:4]4[CH:3]=[C:2]([N:33]5[C:31](=[O:41])[CH:30]=[CH:29][CH:27]=[N:26]5)[CH:20]=[CH:19][C:5]=4[N:6]=3)[CH2:10]2)[CH2:18][CH2:17][CH2:16][CH2:15][CH2:14]1. (2) Given the reactants [Cl:1][CH2:2][C:3]1[N:7]([CH3:8])[N:6]=[C:5]([C:9]2[CH:10]=[C:11]3[C:15](=[CH:16][CH:17]=2)[N:14]([CH3:18])[C:13]2[N:19]([CH3:32])[C:20](=[O:31])[C:21]([C:23]4[CH:28]=[CH:27][C:26]([Cl:29])=[CH:25][C:24]=4[Cl:30])=[CH:22][C:12]3=2)[CH:4]=1.[NH2:33][CH2:34][CH2:35][N:36]1[CH2:41][CH2:40][O:39][CH2:38][CH2:37]1, predict the reaction product. The product is: [ClH:1].[Cl:30][C:24]1[CH:25]=[C:26]([Cl:29])[CH:27]=[CH:28][C:23]=1[C:21]1[C:20](=[O:31])[N:19]([CH3:32])[C:13]2[N:14]([CH3:18])[C:15]3[C:11]([C:12]=2[CH:22]=1)=[CH:10][C:9]([C:5]1[CH:4]=[C:3]([CH2:2][NH:33][CH2:34][CH2:35][N:36]2[CH2:41][CH2:40][O:39][CH2:38][CH2:37]2)[N:7]([CH3:8])[N:6]=1)=[CH:17][CH:16]=3. (3) Given the reactants Br[C:2]1[CH:3]=[C:4]([CH2:7][N:8]([CH2:21][C:22]([F:25])([F:24])[F:23])[C:9]2[CH:16]=[CH:15][C:12]([C:13]#[N:14])=[C:11]([C:17]([F:20])([F:19])[F:18])[CH:10]=2)[O:5][CH:6]=1.[C:26]([C:28]1[CH:33]=[CH:32][C:31](B(O)O)=[CH:30][CH:29]=1)#[N:27], predict the reaction product. The product is: [C:26]([C:28]1[CH:33]=[CH:32][C:31]([C:2]2[CH:3]=[C:4]([CH2:7][N:8]([CH2:21][C:22]([F:25])([F:24])[F:23])[C:9]3[CH:16]=[CH:15][C:12]([C:13]#[N:14])=[C:11]([C:17]([F:20])([F:19])[F:18])[CH:10]=3)[O:5][CH:6]=2)=[CH:30][CH:29]=1)#[N:27]. (4) Given the reactants [NH2:1][C:2]1[CH:3]=[CH:4][C:5]([O:29][CH3:30])=[C:6]([CH:28]=1)[CH2:7][N:8]1[CH2:13][CH2:12][C:11](=[O:14])[CH:10]([CH:15]([C:22]2[CH:27]=[CH:26][CH:25]=[CH:24][CH:23]=2)[C:16]2[CH:21]=[CH:20][CH:19]=[CH:18][CH:17]=2)[CH2:9]1.N1C=CC=CC=1.[C:37](OC(=O)C)(=[O:39])[CH3:38].C(OCC)(=O)C, predict the reaction product. The product is: [CH:15]([CH:10]1[C:11](=[O:14])[CH2:12][CH2:13][N:8]([CH2:7][C:6]2[CH:28]=[C:2]([NH:1][C:37](=[O:39])[CH3:38])[CH:3]=[CH:4][C:5]=2[O:29][CH3:30])[CH2:9]1)([C:22]1[CH:27]=[CH:26][CH:25]=[CH:24][CH:23]=1)[C:16]1[CH:21]=[CH:20][CH:19]=[CH:18][CH:17]=1. (5) Given the reactants [NH2:1][C:2]1[CH:11]=[CH:10][C:9]([F:12])=[CH:8][C:3]=1[C:4]([O:6][CH3:7])=[O:5].C([BH3-])#N.[Na+].[F:17][C:18]([F:23])([F:22])[C:19](O)=O.O.FC(F)(F)C=O, predict the reaction product. The product is: [F:12][C:9]1[CH:10]=[CH:11][C:2]([NH:1][CH2:19][C:18]([F:23])([F:22])[F:17])=[C:3]([CH:8]=1)[C:4]([O:6][CH3:7])=[O:5]. (6) Given the reactants [NH2:1][C:2]1[CH:3]=[C:4]([CH:14]=[C:15]([CH3:32])[C:16]=1[N:17]([C:25]([O:27][C:28]([CH3:31])([CH3:30])[CH3:29])=[O:26])[C:18]([O:20][C:21]([CH3:24])([CH3:23])[CH3:22])=[O:19])[O:5][CH2:6][CH2:7][CH2:8][C:9]([O:11][CH2:12][CH3:13])=[O:10].[Cl:33][C:34]1[CH:41]=[C:40]([Cl:42])[CH:39]=[CH:38][C:35]=1[CH2:36]Cl.[Na+].[I-].C([O-])([O-])=O.[K+].[K+].[NH4+].[Cl-], predict the reaction product. The product is: [C:21]([O:20][C:18]([N:17]([C:25]([O:27][C:28]([CH3:31])([CH3:30])[CH3:29])=[O:26])[C:16]1[C:15]([CH3:32])=[CH:14][C:4]([O:5][CH2:6][CH2:7][CH2:8][C:9]([O:11][CH2:12][CH3:13])=[O:10])=[CH:3][C:2]=1[NH:1][CH2:36][C:35]1[CH:38]=[CH:39][C:40]([Cl:42])=[CH:41][C:34]=1[Cl:33])=[O:19])([CH3:24])([CH3:22])[CH3:23]. (7) Given the reactants [Cl:1][CH2:2][C:3](Cl)=[O:4].Cl.[NH:7]1[CH2:14][S:13][CH2:12][C@H:8]1[C:9]([NH2:11])=[O:10].FC(F)(F)C(OC(=O)C(F)(F)F)=O, predict the reaction product. The product is: [ClH:1].[NH:7]1[CH2:14][S:13][CH2:12][C@H:8]1[C:9]([NH2:11])=[O:10].[Cl:1][CH2:2][C:3]([N:7]1[C@H:8]([C:9]#[N:11])[CH2:12][S:13][CH2:14]1)=[O:4]. (8) Given the reactants [Cl:1][C:2]1[C:11]2[C:6](=[CH:7][C:8]([C:12]#[N:13])=[CH:9][CH:10]=2)[C:5](Cl)=[N:4][N:3]=1.[Cl:15][C:16]1[CH:17]=[C:18]([CH:21]=[CH:22][C:23]=1[CH3:24])[CH2:19][NH2:20].C1CCN2C(=NCCC2)CC1, predict the reaction product. The product is: [Cl:1][C:2]1[C:11]2[C:6](=[CH:7][C:8]([C:12]#[N:13])=[CH:9][CH:10]=2)[C:5]([NH:20][CH2:19][C:18]2[CH:21]=[CH:22][C:23]([CH3:24])=[C:16]([Cl:15])[CH:17]=2)=[N:4][N:3]=1. (9) Given the reactants [CH3:1][O:2][C:3](=[O:15])[CH:4]([NH2:14])[CH2:5][C:6]1[CH:7]=[N:8][C:9]([O:12][CH3:13])=[CH:10][CH:11]=1.C(N(C(C)C)CC)(C)C.C1C(=O)N(OC(ON2C(=O)CCC2=O)=O)[C:27](=[O:28])C1.[NH:43]1[CH2:48][CH2:47][CH:46]([N:49]2[CH2:58][C:57]3[C:52](=[CH:53][CH:54]=[CH:55][CH:56]=3)[NH:51][C:50]2=[O:59])[CH2:45][CH2:44]1, predict the reaction product. The product is: [CH3:1][O:2][C:3](=[O:15])[CH:4]([NH:14][C:27]([N:43]1[CH2:44][CH2:45][CH:46]([N:49]2[CH2:58][C:57]3[C:52](=[CH:53][CH:54]=[CH:55][CH:56]=3)[NH:51][C:50]2=[O:59])[CH2:47][CH2:48]1)=[O:28])[CH2:5][C:6]1[CH:7]=[N:8][C:9]([O:12][CH3:13])=[CH:10][CH:11]=1. (10) The product is: [NH2:7][CH2:8][CH2:9][CH2:10][C:11]1[N:12]=[N:13][C:14]([NH:17][CH2:18][C:19]2[CH:24]=[CH:23][CH:22]=[CH:21][CH:20]=2)=[CH:15][CH:16]=1. Given the reactants C(OC(=O)[NH:7][CH2:8][CH2:9][CH2:10][C:11]1[N:12]=[N:13][C:14]([NH:17][CH2:18][C:19]2[CH:24]=[CH:23][CH:22]=[CH:21][CH:20]=2)=[CH:15][CH:16]=1)(C)(C)C.FC(F)(F)C(O)=O, predict the reaction product.